From a dataset of Full USPTO retrosynthesis dataset with 1.9M reactions from patents (1976-2016). Predict the reactants needed to synthesize the given product. Given the product [Br:16][C:13]1[CH:12]=[CH:11][C:10]([C:8]([C:7]([C:1]2[CH:2]=[CH:3][CH:4]=[CH:5][CH:6]=2)=[O:28])=[O:9])=[CH:15][CH:14]=1, predict the reactants needed to synthesize it. The reactants are: [C:1]1([CH2:7][C:8]([C:10]2[CH:15]=[CH:14][C:13]([Br:16])=[CH:12][CH:11]=2)=[O:9])[CH:6]=[CH:5][CH:4]=[CH:3][CH:2]=1.C(Cl)Cl.CCCCCC.CC(O)=[O:28].